This data is from Full USPTO retrosynthesis dataset with 1.9M reactions from patents (1976-2016). The task is: Predict the reactants needed to synthesize the given product. Given the product [CH:32]1([C:33]2([C:34]([OH:25])=[O:35])[CH2:10][CH2:11][CH2:7][CH2:12]2)[CH2:36][CH2:31][CH2:30][CH2:28][CH2:27]1, predict the reactants needed to synthesize it. The reactants are: [CH:7]1([C:7]2([C:12]#N)[CH2:11][CH2:10]CC2)[CH2:12]CC[CH2:10][CH2:11]1.[H-].C([Al+]CC(C)C)C(C)C.Cl[O-:25].[Na+].[CH3:27][C:28](=[CH:30][CH3:31])C.[CH2:32]1[CH2:36][O:35][CH2:34][CH2:33]1.